Dataset: Full USPTO retrosynthesis dataset with 1.9M reactions from patents (1976-2016). Task: Predict the reactants needed to synthesize the given product. (1) Given the product [CH2:9]([C@H:16]1[CH2:20][N:19]([C:6](=[O:8])[CH2:5][CH2:4][S:3][CH3:2])[C@H:18]([C:21]([NH:23][C:24]2[CH:29]=[CH:28][C:27]([O:30][C:31]3[CH:32]=[CH:33][C:34]([F:37])=[CH:35][CH:36]=3)=[CH:26][CH:25]=2)=[O:22])[CH2:17]1)[C:10]1[CH:11]=[CH:12][CH:13]=[CH:14][CH:15]=1, predict the reactants needed to synthesize it. The reactants are: Cl.[CH3:2][S:3][CH2:4][CH2:5][C:6]([OH:8])=O.[CH2:9]([C@H:16]1[CH2:20][NH:19][C@H:18]([C:21]([NH:23][C:24]2[CH:29]=[CH:28][C:27]([O:30][C:31]3[CH:36]=[CH:35][C:34]([F:37])=[CH:33][CH:32]=3)=[CH:26][CH:25]=2)=[O:22])[CH2:17]1)[C:10]1[CH:15]=[CH:14][CH:13]=[CH:12][CH:11]=1. (2) Given the product [C:25]([NH:1][C@H:2]([CH:22]([CH3:24])[CH3:23])[C:3]([N:5]1[CH2:10][CH2:9][C:8]([C:15]2[CH:16]=[CH:17][C:18]([Cl:21])=[CH:19][CH:20]=2)([C:11]([O:13][CH3:14])=[O:12])[CH2:7][CH2:6]1)=[O:4])(=[O:32])[C:26]1[CH:31]=[CH:30][CH:29]=[CH:28][CH:27]=1, predict the reactants needed to synthesize it. The reactants are: [NH2:1][C@H:2]([CH:22]([CH3:24])[CH3:23])[C:3]([N:5]1[CH2:10][CH2:9][C:8]([C:15]2[CH:20]=[CH:19][C:18]([Cl:21])=[CH:17][CH:16]=2)([C:11]([O:13][CH3:14])=[O:12])[CH2:7][CH2:6]1)=[O:4].[C:25](Cl)(=[O:32])[C:26]1[CH:31]=[CH:30][CH:29]=[CH:28][CH:27]=1.C(N(C(C)C)C(C)C)C. (3) Given the product [C:1]([O:5][C:6](=[O:46])[NH:7][C:8](=[N:27][C:28](=[O:45])[CH2:29][C:30]([C:35]1[CH:40]=[CH:39][C:38]([O:41][CH2:42][CH:43]=[CH2:44])=[CH:37][CH:36]=1)=[N:31][O:32][CH2:33][CH3:34])[CH2:9][C:10]1[CH:15]=[C:14]([Cl:16])[C:13]([NH:17][C:18](=[O:25])[CH2:19][N:20]([CH2:21][CH2:22][CH:23]=[CH2:24])[C:61]([O:60][C:57]([CH3:59])([CH3:58])[CH3:56])=[O:62])=[C:12]([Cl:26])[CH:11]=1)([CH3:2])([CH3:4])[CH3:3], predict the reactants needed to synthesize it. The reactants are: [C:1]([O:5][C:6](=[O:46])[NH:7][C:8](=[N:27][C:28](=[O:45])[CH2:29][C:30]([C:35]1[CH:40]=[CH:39][C:38]([O:41][CH2:42][CH:43]=[CH2:44])=[CH:37][CH:36]=1)=[N:31][O:32][CH2:33][CH3:34])[CH2:9][C:10]1[CH:15]=[C:14]([Cl:16])[C:13]([NH:17][C:18](=[O:25])[CH2:19][NH:20][CH2:21][CH2:22][CH:23]=[CH2:24])=[C:12]([Cl:26])[CH:11]=1)([CH3:4])([CH3:3])[CH3:2].C(N(C(C)C)CC)(C)C.[CH3:56][C:57]([O:60][C:61](O[C:61]([O:60][C:57]([CH3:59])([CH3:58])[CH3:56])=[O:62])=[O:62])([CH3:59])[CH3:58]. (4) Given the product [C:31]([O:30][CH2:29][N:26]1[C:22]2[N:23]=[N:24][CH:25]=[C:20]([C:18]3[CH:17]=[N:16][N:15]([C:4]4([CH2:3][C:1]#[N:2])[CH2:5][NH:6][CH2:7]4)[CH:19]=3)[C:21]=2[CH:28]=[CH:27]1)(=[O:36])[C:32]([CH3:35])([CH3:34])[CH3:33], predict the reactants needed to synthesize it. The reactants are: [C:1]([CH2:3][C:4]1([N:15]2[CH:19]=[C:18]([C:20]3[C:21]4[CH:28]=[CH:27][N:26]([CH2:29][O:30][C:31](=[O:36])[C:32]([CH3:35])([CH3:34])[CH3:33])[C:22]=4[N:23]=[N:24][CH:25]=3)[CH:17]=[N:16]2)[CH2:7][N:6](C(OC(C)(C)C)=O)[CH2:5]1)#[N:2].FC(F)(F)C(O)=O.C(N(CC)CC)C. (5) Given the product [Cl:29][C:30]1[CH:35]=[C:34]([Cl:36])[CH:33]=[CH:32][C:31]=1[CH2:37][NH:38][C:39]([N:11]1[CH2:12][CH2:13][CH:8]([O:7][C:6]2[CH:14]=[CH:15][CH:16]=[CH:17][C:5]=2[O:4][C:3]([F:2])([F:18])[F:19])[CH2:9][CH2:10]1)=[O:40], predict the reactants needed to synthesize it. The reactants are: Cl.[F:2][C:3]([F:19])([F:18])[O:4][C:5]1[CH:17]=[CH:16][CH:15]=[CH:14][C:6]=1[O:7][CH:8]1[CH2:13][CH2:12][NH:11][CH2:10][CH2:9]1.C(N(C(C)C)CC)(C)C.[Cl:29][C:30]1[CH:35]=[C:34]([Cl:36])[CH:33]=[CH:32][C:31]=1[CH2:37][N:38]=[C:39]=[O:40]. (6) Given the product [C:41]([C:38]1[CH:37]=[CH:36][C:35]([N:27]([CH2:28][C:29]2[N:30]([CH3:34])[CH:31]=[N:32][CH:33]=2)[CH2:26][CH2:25][N:15]([CH2:14][CH:11]2[CH2:12][CH2:13][NH:8][CH2:9][CH2:10]2)[S:16]([C:19]2[N:20]=[CH:21][N:22]([CH3:24])[CH:23]=2)(=[O:17])=[O:18])=[CH:40][CH:39]=1)#[N:42], predict the reactants needed to synthesize it. The reactants are: C(OC([N:8]1[CH2:13][CH2:12][CH:11]([CH2:14][N:15]([CH2:25][CH2:26][N:27]([C:35]2[CH:40]=[CH:39][C:38]([C:41]#[N:42])=[CH:37][CH:36]=2)[CH2:28][C:29]2[N:30]([CH3:34])[CH:31]=[N:32][CH:33]=2)[S:16]([C:19]2[N:20]=[CH:21][N:22]([CH3:24])[CH:23]=2)(=[O:18])=[O:17])[CH2:10][CH2:9]1)=O)(C)(C)C. (7) Given the product [CH3:1][C:2]1[C:3]([CH3:27])=[CH:4][C:5]2[N:14]([CH2:15][CH2:16][CH2:17][CH2:18][CH2:19][CH2:20][C:21]([NH:65][S:62]([CH3:61])(=[O:64])=[O:63])=[O:22])[C:13]3[C:8]([C:9](=[O:25])[NH:10][C:11](=[O:24])[N:12]=3)=[N:7][C:6]=2[CH:26]=1, predict the reactants needed to synthesize it. The reactants are: [CH3:1][C:2]1[C:3]([CH3:27])=[CH:4][C:5]2[N:14]([CH2:15][CH2:16][CH2:17][CH2:18][CH2:19][CH2:20][C:21](O)=[O:22])[C:13]3[C:8]([C:9](=[O:25])[NH:10][C:11](=[O:24])[N:12]=3)=[N:7][C:6]=2[CH:26]=1.CN(C(ON1N=NC2C=CC=NC1=2)=[N+](C)C)C.F[P-](F)(F)(F)(F)F.CCN(C(C)C)C(C)C.[CH3:61][S:62]([NH2:65])(=[O:64])=[O:63].